This data is from Full USPTO retrosynthesis dataset with 1.9M reactions from patents (1976-2016). The task is: Predict the reactants needed to synthesize the given product. (1) Given the product [C:14]1(=[O:15])[N:10]([O:9][CH2:2][CH2:3][CH2:4][C:5]([O:7][CH3:8])=[O:6])[C:11](=[O:20])[C:12]2=[CH:19][CH:18]=[CH:17][CH:16]=[C:13]12, predict the reactants needed to synthesize it. The reactants are: Br[CH2:2][CH2:3][CH2:4][C:5]([O:7][CH3:8])=[O:6].[OH:9][N:10]1[C:14](=[O:15])[C:13]2=[CH:16][CH:17]=[CH:18][CH:19]=[C:12]2[C:11]1=[O:20].C(N(CC)CC)C.[K+].[Br-]. (2) Given the product [CH3:2][C:3]1[CH:8]=[CH:7][CH:6]=[CH:5][C:4]=1[C@H:9]1[C@@H:13]([C:14]2[CH:19]=[CH:18][CH:17]=[CH:16][C:15]=2[CH3:20])[N:12]([C:28]([O:27][C:23]([CH3:26])([CH3:25])[CH3:24])=[O:29])[C:11]([S:21][CH3:22])=[N:10]1, predict the reactants needed to synthesize it. The reactants are: I.[CH3:2][C:3]1[CH:8]=[CH:7][CH:6]=[CH:5][C:4]=1[C@H:9]1[C@@H:13]([C:14]2[CH:19]=[CH:18][CH:17]=[CH:16][C:15]=2[CH3:20])[NH:12][C:11]([S:21][CH3:22])=[N:10]1.[C:23]([O:27][C:28](O[C:28]([O:27][C:23]([CH3:26])([CH3:25])[CH3:24])=[O:29])=[O:29])([CH3:26])([CH3:25])[CH3:24].C(N(CC)CC)C. (3) Given the product [F:65][C:63]([F:64])([F:66])[C:58]1[CH:57]=[C:56]([C:54]2[S:53][C:52]3[CH:67]=[CH:68][C:49]([CH2:48][NH:47][CH2:46][CH2:45][C:44]([OH:43])=[O:69])=[CH:50][C:51]=3[CH:55]=2)[CH:61]=[CH:60][C:59]=1[C:2]1[CH:7]=[CH:6][CH:5]=[CH:4][CH:3]=1, predict the reactants needed to synthesize it. The reactants are: [Cl-].[C:2]1(OB(O)O)[CH:7]=[CH:6][CH:5]=[CH:4][CH:3]=1.[F-].[K+].C1(P(C2CCCCC2)C2C=CC=CC=2C2C=CC=CC=2)CCCCC1.C([O:43][C:44](=[O:69])[CH2:45][CH2:46][NH:47][CH2:48][C:49]1[CH:68]=[CH:67][C:52]2[S:53][C:54]([C:56]3[CH:61]=[CH:60][C:59](Cl)=[C:58]([C:63]([F:66])([F:65])[F:64])[CH:57]=3)=[CH:55][C:51]=2[CH:50]=1)(C)(C)C. (4) Given the product [CH2:12]([O:19][CH2:20][C@@H:21]([OH:24])[CH2:22][O:23][Si:2]([CH:9]([CH3:11])[CH3:10])([CH:6]([CH3:8])[CH3:7])[CH:3]([CH3:5])[CH3:4])[C:13]1[CH:18]=[CH:17][CH:16]=[CH:15][CH:14]=1, predict the reactants needed to synthesize it. The reactants are: Cl[Si:2]([CH:9]([CH3:11])[CH3:10])([CH:6]([CH3:8])[CH3:7])[CH:3]([CH3:5])[CH3:4].[CH2:12]([O:19][CH2:20][C@@H:21]([OH:24])[CH2:22][OH:23])[C:13]1[CH:18]=[CH:17][CH:16]=[CH:15][CH:14]=1.N1C=CN=C1. (5) Given the product [CH2:1]([O:3][C:4]([C:6]1[C:14]2[C:9](=[CH:10][CH:11]=[C:12]([O:15][C:39]3[CH:40]=[CH:41][C:36]([C:35]([F:46])([F:45])[F:34])=[CH:37][CH:38]=3)[CH:13]=2)[N:8]([C:16]2[CH:17]=[CH:18][C:19]([N:22]3[CH2:27][CH2:26][O:25][CH2:24][CH2:23]3)=[CH:20][CH:21]=2)[C:7]=1[CH2:28][C:29]([O:31][CH2:32][CH3:33])=[O:30])=[O:5])[CH3:2], predict the reactants needed to synthesize it. The reactants are: [CH2:1]([O:3][C:4]([C:6]1[C:14]2[C:9](=[CH:10][CH:11]=[C:12]([OH:15])[CH:13]=2)[N:8]([C:16]2[CH:21]=[CH:20][C:19]([N:22]3[CH2:27][CH2:26][O:25][CH2:24][CH2:23]3)=[CH:18][CH:17]=2)[C:7]=1[CH2:28][C:29]([O:31][CH2:32][CH3:33])=[O:30])=[O:5])[CH3:2].[F:34][C:35]([F:46])([F:45])[C:36]1[CH:41]=[CH:40][C:39](B(O)O)=[CH:38][CH:37]=1. (6) Given the product [ClH:16].[S:1]([C:5]1[CH:10]=[CH:9][C:8]([NH:11][NH2:12])=[CH:7][N:6]=1)(=[O:4])(=[O:3])[NH2:2], predict the reactants needed to synthesize it. The reactants are: [S:1]([C:5]1[CH:10]=[CH:9][C:8]([NH2:11])=[CH:7][N:6]=1)(=[O:4])(=[O:3])[NH2:2].[N:12]([O-])=O.[Na+].[Cl:16][Sn]Cl.[OH-].[Na+]. (7) Given the product [C:36]([CH2:35][O:22][C:19]1[CH:20]=[CH:21][C:16]([C:15]([NH:14][C:5]2([C:3]([OH:2])=[O:4])[CH2:13][C:12]3[C:7](=[CH:8][CH:9]=[CH:10][CH:11]=3)[CH2:6]2)=[O:33])=[CH:17][C:18]=1[O:23][CH2:24][CH2:25][C:26]1[CH:27]=[C:28]([CH3:32])[CH:29]=[CH:30][CH:31]=1)([OH:37])=[O:39], predict the reactants needed to synthesize it. The reactants are: C[O:2][C:3]([C:5]1([NH:14][C:15](=[O:33])[C:16]2[CH:21]=[CH:20][C:19]([OH:22])=[C:18]([O:23][CH2:24][CH2:25][C:26]3[CH:27]=[C:28]([CH3:32])[CH:29]=[CH:30][CH:31]=3)[CH:17]=2)[CH2:13][C:12]2[C:7](=[CH:8][CH:9]=[CH:10][CH:11]=2)[CH2:6]1)=[O:4].Br[CH2:35][C:36](N)=[O:37].[OH-:39].[Li+]. (8) Given the product [F:29][C:30]1([F:35])[CH2:34][CH2:33][N:32]([C:2]2[C:21]([C:22]3[CH:27]=[N:26][CH:25]=[N:24][CH:23]=3)=[CH:20][C:5]([C:6]([NH:8][C:9]3[CH:14]=[CH:13][C:12]([O:15][C:16]([F:17])([F:19])[F:18])=[CH:11][CH:10]=3)=[O:7])=[CH:4][N:3]=2)[CH2:31]1, predict the reactants needed to synthesize it. The reactants are: Cl[C:2]1[C:21]([C:22]2[CH:23]=[N:24][CH:25]=[N:26][CH:27]=2)=[CH:20][C:5]([C:6]([NH:8][C:9]2[CH:14]=[CH:13][C:12]([O:15][C:16]([F:19])([F:18])[F:17])=[CH:11][CH:10]=2)=[O:7])=[CH:4][N:3]=1.Cl.[F:29][C:30]1([F:35])[CH2:34][CH2:33][NH:32][CH2:31]1.CCN(C(C)C)C(C)C.